The task is: Predict the reactants needed to synthesize the given product.. This data is from Retrosynthesis with 50K atom-mapped reactions and 10 reaction types from USPTO. Given the product CN(Cc1ccc(-c2ccc(C#N)cc2)cn1)C1CCN(C(=O)OC(C)(C)C)CC1, predict the reactants needed to synthesize it. The reactants are: CN(Cc1ccc(Br)cn1)C1CCN(C(=O)OC(C)(C)C)CC1.N#Cc1ccc(B(O)O)cc1.